The task is: Predict which catalyst facilitates the given reaction.. This data is from Catalyst prediction with 721,799 reactions and 888 catalyst types from USPTO. Reactant: Cl[C:2]1[C:7]([C:8]([NH:10][C@H:11]([C:13]2[CH:25]=[CH:24][C:16]([C:17]([O:19][C:20]([CH3:23])([CH3:22])[CH3:21])=[O:18])=[CH:15][CH:14]=2)[CH3:12])=[O:9])=[CH:6][C:5]([Cl:26])=[CH:4][N:3]=1.[S:27]1[CH:31]=[CH:30][N:29]=[C:28]1[C:32]1[CH:33]=[C:34]([OH:38])[CH:35]=[CH:36][CH:37]=1.C(N=P1(N(CC)CC)N(C)CCCN1C)(C)(C)C. Product: [Cl:26][C:5]1[CH:6]=[C:7]([C:8]([NH:10][C@H:11]([C:13]2[CH:25]=[CH:24][C:16]([C:17]([O:19][C:20]([CH3:23])([CH3:22])[CH3:21])=[O:18])=[CH:15][CH:14]=2)[CH3:12])=[O:9])[C:2]([O:38][C:34]2[CH:35]=[CH:36][CH:37]=[C:32]([C:28]3[S:27][CH:31]=[CH:30][N:29]=3)[CH:33]=2)=[N:3][CH:4]=1. The catalyst class is: 11.